This data is from Reaction yield outcomes from USPTO patents with 853,638 reactions. The task is: Predict the reaction yield, written as a fraction of the theoretical maximum amount of product (1.0 means a 100% yield; for example, 0.34 means a 34% yield). (1) The reactants are [NH2:1][N:2]1[C:7](=[O:8])[C:6]([C:9]2[NH:14][C:13]3[CH:15]=[CH:16][CH:17]=[CH:18][C:12]=3[S:11](=[O:20])(=[O:19])[N:10]=2)=[C:5]([OH:21])[C:4]2[S:22][CH:23]=[CH:24][C:3]1=2.[CH:25]([C:27]1[CH:28]=[C:29]([CH:32]=[CH:33][CH:34]=1)[C:30]#[N:31])=O. The catalyst is CN(C)C(=O)C. The product is [O:19]=[S:11]1(=[O:20])[C:12]2[CH:18]=[CH:17][CH:16]=[CH:15][C:13]=2[NH:14][C:9]([C:6]2[C:7](=[O:8])[N:2]([N:1]=[CH:25][C:27]3[CH:28]=[C:29]([CH:32]=[CH:33][CH:34]=3)[C:30]#[N:31])[C:3]3[CH:24]=[CH:23][S:22][C:4]=3[C:5]=2[OH:21])=[N:10]1. The yield is 0.690. (2) The reactants are [Cl:1][C:2]1[CH:3]=[C:4]([NH:8][C:9]2[C:18]3[C:13](=[CH:14][N:15]=[CH:16][CH:17]=3)[C:12]3=[CH:19][CH:20]=[CH:21][C:22]([C:23](OC)=[O:24])=[C:11]3[N:10]=2)[CH:5]=[CH:6][CH:7]=1.O.[NH2:28][NH2:29]. The catalyst is CN(C=O)C.CO. The product is [Cl:1][C:2]1[CH:3]=[C:4]([NH:8][C:9]2[C:18]3[C:13](=[CH:14][N:15]=[CH:16][CH:17]=3)[C:12]3=[CH:19][CH:20]=[CH:21][C:22]([C:23]([NH:28][NH2:29])=[O:24])=[C:11]3[N:10]=2)[CH:5]=[CH:6][CH:7]=1. The yield is 0.620. (3) The reactants are C(OC(=O)[NH:7][C:8]1[CH:13]=[CH:12][CH:11]=[C:10]([C:14]2[CH:19]=[CH:18][C:17]([S:20]([N:23]3[CH2:27][CH2:26][CH2:25][CH:24]3[CH2:28][OH:29])(=[O:22])=[O:21])=[CH:16][CH:15]=2)[N:9]=1)(C)(C)C.[ClH:31].CO. No catalyst specified. The product is [ClH:31].[NH2:7][C:8]1[N:9]=[C:10]([C:14]2[CH:15]=[CH:16][C:17]([S:20]([N:23]3[CH2:27][CH2:26][CH2:25][C@@H:24]3[CH2:28][OH:29])(=[O:22])=[O:21])=[CH:18][CH:19]=2)[CH:11]=[CH:12][CH:13]=1. The yield is 0.860. (4) The reactants are [Cl:1][C:2]1[C:11]2[C:6](=[CH:7][CH:8]=[CH:9][CH:10]=2)[N:5]=[C:4]([N:12]2[CH2:17][CH2:16][CH2:15][CH2:14][CH2:13]2)[N:3]=1.[CH3:18][O:19][C:20]1[CH:21]=[C:22]([CH:25]=[CH:26][CH:27]=1)[CH2:23][NH2:24]. The catalyst is CC(O)C. The product is [ClH:1].[CH3:18][O:19][C:20]1[CH:21]=[C:22]([CH:25]=[CH:26][CH:27]=1)[CH2:23][NH:24][C:2]1[C:11]2[C:6](=[CH:7][CH:8]=[CH:9][CH:10]=2)[N:5]=[C:4]([N:12]2[CH2:17][CH2:16][CH2:15][CH2:14][CH2:13]2)[N:3]=1. The yield is 0.500. (5) The reactants are [Cl:1][C:2]1[CH:7]=[CH:6][C:5](B(O)O)=[CH:4][CH:3]=1.[NH2:11][C:12]1[N:13]=[C:14]([N:23]2[CH2:28][CH2:27][N:26]([C:29](=[O:39])[CH2:30][O:31][C:32]3[CH:37]=[CH:36][C:35]([Cl:38])=[CH:34][CH:33]=3)[CH2:25][CH2:24]2)[C:15]2[N:21]=[C:20](Cl)[CH:19]=[CH:18][C:16]=2[N:17]=1. No catalyst specified. The product is [NH2:11][C:12]1[N:13]=[C:14]([N:23]2[CH2:24][CH2:25][N:26]([C:29](=[O:39])[CH2:30][O:31][C:32]3[CH:37]=[CH:36][C:35]([Cl:38])=[CH:34][CH:33]=3)[CH2:27][CH2:28]2)[C:15]2[N:21]=[C:20]([C:5]3[CH:6]=[CH:7][C:2]([Cl:1])=[CH:3][CH:4]=3)[CH:19]=[CH:18][C:16]=2[N:17]=1. The yield is 0.530. (6) The yield is 0.820. The reactants are Cl.[N:2]1[CH:7]=[CH:6][CH:5]=[CH:4][C:3]=1[C:8](Cl)=[O:9].[Br:11][C:12]1[C:13]([F:22])=[C:14]2[C:20]([NH2:21])=[CH:19][NH:18][C:15]2=[N:16][CH:17]=1.[Li+].[OH-]. The catalyst is N1C=CC=CC=1.C1COCC1. The product is [Br:11][C:12]1[C:13]([F:22])=[C:14]2[C:20]([NH:21][C:8](=[O:9])[C:3]3[CH:4]=[CH:5][CH:6]=[CH:7][N:2]=3)=[CH:19][NH:18][C:15]2=[N:16][CH:17]=1. (7) The reactants are [NH2:1][C:2]1[C:10]([Cl:11])=[CH:9][CH:8]=[CH:7][C:3]=1[C:4]([OH:6])=[O:5].Cl[C:13](Cl)([O:15]C(=O)OC(Cl)(Cl)Cl)Cl. The catalyst is C(#N)C.ClCCl.O.N1C=CC=CC=1. The product is [Cl:11][C:10]1[C:2]2[NH:1][C:13](=[O:15])[O:5][C:4](=[O:6])[C:3]=2[CH:7]=[CH:8][CH:9]=1. The yield is 0.730. (8) The reactants are [Br:1][C:2]1[CH:3]=[C:4]([CH:12]=[C:13]([OH:15])[CH:14]=1)[C:5]([NH:7][CH2:8][CH:9]([CH3:11])[CH3:10])=[O:6].I[CH:17]([CH3:19])[CH3:18].C(=O)([O-])[O-].[K+].[K+]. The catalyst is C(OCC)(=O)C.CN(C=O)C.C(#N)C.O.O.C(#N)C. The product is [Br:1][C:2]1[CH:3]=[C:4]([CH:12]=[C:13]([O:15][CH:17]([CH3:19])[CH3:18])[CH:14]=1)[C:5]([NH:7][CH2:8][CH:9]([CH3:11])[CH3:10])=[O:6]. The yield is 1.00. (9) The reactants are [F:1][C:2]1[CH:3]=[C:4]2[C:8](=[CH:9][CH:10]=1)[NH:7][C:6](=[O:11])/[C:5]/2=[CH:12]\[C:13]1[NH:17][C:16]([CH3:18])=[C:15]([C:19](O)=[O:20])[C:14]=1[CH3:22].Cl.C(N=C=NCCCN(C)C)C.OC1C2N=NNC=2C=CC=1.C(N(CC)CC)C.[NH2:52][C:53]1[CH:58]=[CH:57][CH:56]=[CH:55][C:54]=1[NH:59][C:60](=[O:72])[C:61]1[CH:66]=[CH:65][C:64]([NH:67][CH2:68][CH2:69][CH2:70][NH2:71])=[N:63][CH:62]=1. The catalyst is [Cl-].[Na+].O.CN(C=O)C. The product is [NH2:52][C:53]1[CH:58]=[CH:57][CH:56]=[CH:55][C:54]=1[NH:59][C:60](=[O:72])[C:61]1[CH:66]=[CH:65][C:64]([NH:67][CH2:68][CH2:69][CH2:70][NH:71][C:19]([C:15]2[C:14]([CH3:22])=[C:13](/[CH:12]=[C:5]3\[C:6](=[O:11])[NH:7][C:8]4[C:4]\3=[CH:3][C:2]([F:1])=[CH:10][CH:9]=4)[NH:17][C:16]=2[CH3:18])=[O:20])=[N:63][CH:62]=1. The yield is 0.820.